This data is from Full USPTO retrosynthesis dataset with 1.9M reactions from patents (1976-2016). The task is: Predict the reactants needed to synthesize the given product. (1) Given the product [C:25]([O:24][C:22]([O:21][C:17]1[CH:16]=[C:15]([C:13]2[CH:12]=[CH:11][C:3]([C:4]([O:6][C:7]([CH3:10])([CH3:9])[CH3:8])=[O:5])=[C:2]([NH:1][C:36]3[CH:41]=[CH:40][CH:39]=[C:38]([OH:42])[CH:37]=3)[CH:14]=2)[CH:20]=[CH:19][CH:18]=1)=[O:23])([CH3:28])([CH3:27])[CH3:26], predict the reactants needed to synthesize it. The reactants are: [NH2:1][C:2]1[CH:14]=[C:13]([C:15]2[CH:20]=[CH:19][CH:18]=[C:17]([O:21][C:22]([O:24][C:25]([CH3:28])([CH3:27])[CH3:26])=[O:23])[CH:16]=2)[CH:12]=[CH:11][C:3]=1[C:4]([O:6][C:7]([CH3:10])([CH3:9])[CH3:8])=[O:5].C(=O)([O-])[O-].[Cs+].[Cs+].I[C:36]1[CH:37]=[C:38]([OH:42])[CH:39]=[CH:40][CH:41]=1.C1(P(C2CCCCC2)C2C=CC=CC=2C2C(C(C)C)=CC(C(C)C)=CC=2C(C)C)CCCCC1.C(O)(=O)CC(CC(O)=O)(C(O)=O)O. (2) Given the product [Cl:1][C:2]1[C:3]([CH3:38])=[N:4][O:5][C:6]=1[N:7]([CH2:32][O:33][CH2:34][CH2:35][O:36][CH3:37])[S:8]([C:11]1[C:19]2[C:14](=[N:15][CH:16]=[CH:17][CH:18]=2)[S:13][C:12]=1[CH2:20][C:21]1[C:26]([O:27][CH3:28])=[CH:25][CH:24]=[CH:23][C:22]=1[O:29][CH3:30])(=[O:9])=[O:10], predict the reactants needed to synthesize it. The reactants are: [Cl:1][C:2]1[C:3]([CH3:38])=[N:4][O:5][C:6]=1[N:7]([CH2:32][O:33][CH2:34][CH2:35][O:36][CH3:37])[S:8]([C:11]1[C:19]2[C:14](=[N:15][CH:16]=[CH:17][CH:18]=2)[S:13][C:12]=1[CH:20](O)[C:21]1[C:26]([O:27][CH3:28])=[CH:25][CH:24]=[CH:23][C:22]=1[O:29][CH3:30])(=[O:10])=[O:9].C([SiH](CC)CC)C.B(F)(F)F.CCOCC. (3) The reactants are: Br[C:2]1[CH:7]=[CH:6][C:5]([C:8]2[O:12][N:11]=[C:10]([CH2:13][CH3:14])[C:9]=2[NH:15][C:16]2[O:17][C:18]([C:21]3[CH:26]=[CH:25][CH:24]=[CH:23][CH:22]=3)=[N:19][N:20]=2)=[CH:4][CH:3]=1.[CH2:27]([O:29][C:30]([C:32]1([C:35]2[CH:40]=[CH:39][C:38](B3OC(C)(C)C(C)(C)O3)=[CH:37][CH:36]=2)[CH2:34][CH2:33]1)=[O:31])[CH3:28]. Given the product [CH2:27]([O:29][C:30]([C:32]1([C:35]2[CH:40]=[CH:39][C:38]([C:2]3[CH:7]=[CH:6][C:5]([C:8]4[O:12][N:11]=[C:10]([CH2:13][CH3:14])[C:9]=4[NH:15][C:16]4[O:17][C:18]([C:21]5[CH:26]=[CH:25][CH:24]=[CH:23][CH:22]=5)=[N:19][N:20]=4)=[CH:4][CH:3]=3)=[CH:37][CH:36]=2)[CH2:33][CH2:34]1)=[O:31])[CH3:28], predict the reactants needed to synthesize it. (4) Given the product [C:11]([O:15][C:16]([N:18]1[CH2:19][CH:20]=[C:21]([C:2]2[CH:7]=[CH:6][CH:5]=[C:4]([N+:8]([O-:10])=[O:9])[CH:3]=2)[CH2:22][CH2:23]1)=[O:17])([CH3:14])([CH3:12])[CH3:13], predict the reactants needed to synthesize it. The reactants are: Br[C:2]1[CH:7]=[CH:6][CH:5]=[C:4]([N+:8]([O-:10])=[O:9])[CH:3]=1.[C:11]([O:15][C:16]([N:18]1[CH2:23][CH:22]=[C:21](B2OC(C)(C)C(C)(C)O2)[CH2:20][CH2:19]1)=[O:17])([CH3:14])([CH3:13])[CH3:12]. (5) Given the product [CH3:1][Si:2]([CH3:15])([CH3:14])[CH2:3][CH2:4][O:5][CH2:6][N:7]1[CH:11]=[C:10]([C:12]2([NH2:13])[CH2:17][CH2:16]2)[N:9]=[CH:8]1, predict the reactants needed to synthesize it. The reactants are: [CH3:1][Si:2]([CH3:15])([CH3:14])[CH2:3][CH2:4][O:5][CH2:6][N:7]1[CH:11]=[C:10]([C:12]#[N:13])[N:9]=[CH:8]1.[CH3:16][CH2:17][Mg+].[Br-].O. (6) The reactants are: [CH3:1][N:2]([CH2:4][CH:5]1[CH2:10][CH2:9][N:8]([C:11]([NH:13][C:14]2[CH:19]=[C:18]([O:20][C:21]3[CH:26]=[CH:25][C:24]([N+:27]([O-])=O)=[CH:23][C:22]=3[F:30])[CH:17]=[CH:16][N:15]=2)=[O:12])[CH2:7][CH2:6]1)[CH3:3]. Given the product [NH2:27][C:24]1[CH:25]=[CH:26][C:21]([O:20][C:18]2[CH:17]=[CH:16][N:15]=[C:14]([NH:13][C:11]([N:8]3[CH2:7][CH2:6][CH:5]([CH2:4][N:2]([CH3:3])[CH3:1])[CH2:10][CH2:9]3)=[O:12])[CH:19]=2)=[C:22]([F:30])[CH:23]=1, predict the reactants needed to synthesize it. (7) Given the product [C:1]([O:5][C:6]([NH:8][C@@H:9]1[CH2:15][CH2:14][C@@H:13]([CH2:16][OH:17])[O:12][C@@H:10]1[CH3:11])=[O:7])([CH3:4])([CH3:2])[CH3:3], predict the reactants needed to synthesize it. The reactants are: [C:1]([O:5][C:6]([NH:8][C@@H:9]1[CH:15]=[CH:14][C@@H:13]([CH2:16][O:17][Si](C(C)(C)C)(C)C)[O:12][C@@H:10]1[CH3:11])=[O:7])([CH3:4])([CH3:3])[CH3:2]. (8) Given the product [C:14]([C:13]1[CH:12]=[C:11]([CH:10]=[C:9]([O:8][C:7]2[C:3]([CH2:1][CH3:2])=[N:4][N:5]([CH2:21][CH2:22][O:23][CH2:24][O:25][CH2:26][CH2:27][O:28][CH3:29])[C:6]=2[CH2:19][CH3:20])[CH:16]=1)[C:17]([NH2:18])=[O:30])#[N:15], predict the reactants needed to synthesize it. The reactants are: [CH2:1]([C:3]1[C:7]([O:8][C:9]2[CH:10]=[C:11]([C:17]#[N:18])[CH:12]=[C:13]([CH:16]=2)[C:14]#[N:15])=[C:6]([CH2:19][CH3:20])[N:5]([CH2:21][CH2:22][O:23][CH2:24][O:25][CH2:26][CH2:27][O:28][CH3:29])[N:4]=1)[CH3:2].[OH-:30].[Na+]. (9) Given the product [CH3:8][CH:2]([CH3:1])[CH2:3][CH2:4][C:5]([N:42]1[CH2:43][CH2:44][CH:39]([C:37]2[O:36][N:35]=[C:34]([C:30]3[S:29][CH:33]=[CH:32][CH:31]=3)[N:38]=2)[CH2:40][CH2:41]1)=[O:7], predict the reactants needed to synthesize it. The reactants are: [CH3:1][CH:2]([CH3:8])[CH2:3][CH2:4][C:5]([OH:7])=O.Cl.C(N=C=NCCCN(C)C)C.C(N(CC)CC)C.Cl.[S:29]1[CH:33]=[CH:32][CH:31]=[C:30]1[C:34]1[N:38]=[C:37]([CH:39]2[CH2:44][CH2:43][NH2+:42][CH2:41][CH2:40]2)[O:36][N:35]=1. (10) Given the product [CH2:1]([C:8]1[N:12]=[C:11]([CH2:13][CH2:14][C:15]([NH:38]/[N:37]=[C:24]2\[NH:25][C:26](=[O:36])[C:27]3[NH:28][C:29]([C:32]([F:35])([F:34])[F:33])=[N:30][C:31]=3[N:23]\2[CH2:18][CH2:19][CH2:20][CH2:21][CH3:22])=[O:17])[O:10][N:9]=1)[C:2]1[CH:3]=[CH:4][CH:5]=[CH:6][CH:7]=1, predict the reactants needed to synthesize it. The reactants are: [CH2:1]([C:8]1[N:12]=[C:11]([CH2:13][CH2:14][C:15]([OH:17])=O)[O:10][N:9]=1)[C:2]1[CH:7]=[CH:6][CH:5]=[CH:4][CH:3]=1.[CH2:18]([N:23]1[C:31]2[N:30]=[C:29]([C:32]([F:35])([F:34])[F:33])[NH:28][C:27]=2[C:26](=[O:36])[NH:25]/[C:24]/1=[N:37]\[NH2:38])[CH2:19][CH2:20][CH2:21][CH3:22].F[P-](F)(F)(F)(F)F.N1(O[P+](N(C)C)(N(C)C)N(C)C)C2C=CC=CC=2N=N1.C(N(CC)CC)C.